Dataset: Full USPTO retrosynthesis dataset with 1.9M reactions from patents (1976-2016). Task: Predict the reactants needed to synthesize the given product. (1) Given the product [Cl:1][C:2]1[C:3]([C:33]([C:36]#[N:37])([CH3:34])[CH3:35])=[CH:4][C:5]([O:30][CH2:31][CH3:32])=[C:6]([C:8]2[N:9]([C:27]([N:41]3[CH2:42][CH2:43][N:38]([CH2:44][C:45]([NH2:47])=[O:46])[CH2:39][CH2:40]3)=[O:28])[C@H:10]([C:20]3[CH:25]=[CH:24][C:23]([Cl:26])=[CH:22][CH:21]=3)[C@H:11]([C:13]3[CH:18]=[CH:17][C:16]([Cl:19])=[CH:15][CH:14]=3)[N:12]=2)[CH:7]=1, predict the reactants needed to synthesize it. The reactants are: [Cl:1][C:2]1[C:3]([C:33]([C:36]#[N:37])([CH3:35])[CH3:34])=[CH:4][C:5]([O:30][CH2:31][CH3:32])=[C:6]([C:8]2[N:9]([C:27](Cl)=[O:28])[C@H:10]([C:20]3[CH:25]=[CH:24][C:23]([Cl:26])=[CH:22][CH:21]=3)[C@H:11]([C:13]3[CH:18]=[CH:17][C:16]([Cl:19])=[CH:15][CH:14]=3)[N:12]=2)[CH:7]=1.[N:38]1([CH2:44][C:45]([NH2:47])=[O:46])[CH2:43][CH2:42][NH:41][CH2:40][CH2:39]1. (2) Given the product [CH3:1][O:2][C:3]([C:4]1[CH:5]=[C:6]2[C:7]([CH:33]=[C:34]([CH2:43][N:44]([CH3:46])[CH3:45])[N:11]2[S:12]([CH3:15])(=[O:14])=[O:13])=[CH:8][CH:9]=1)=[O:16], predict the reactants needed to synthesize it. The reactants are: [CH3:1][O:2][C:3](=[O:16])[C:4]1[CH:9]=[CH:8][C:7](I)=[C:6]([NH:11][S:12]([CH3:15])(=[O:14])=[O:13])[CH:5]=1.N1C2C(=CC=CC=2)C=C1.COC(C1C=C2C(=CC=1)N(S(C)(=O)=O)[C:34]([CH2:43][N:44]([CH3:46])[CH3:45])=[CH:33]2)=O. (3) Given the product [C:1]([Si:5]([CH3:17])([CH3:16])[O:6][C:7]1[CH:8]=[C:9]([CH:13]([OH:15])[CH3:14])[CH:10]=[CH:11][CH:12]=1)([CH3:2])([CH3:4])[CH3:3], predict the reactants needed to synthesize it. The reactants are: [C:1]([Si:5]([CH3:17])([CH3:16])[O:6][C:7]1[CH:8]=[C:9]([C:13](=[O:15])[CH3:14])[CH:10]=[CH:11][CH:12]=1)([CH3:4])([CH3:3])[CH3:2].[BH4-].[Na+]. (4) Given the product [C:1]([O:5][C:6]([N:8]1[C:16]2[C:11](=[C:12]([Cl:19])[C:13]([CH2:17][N:24]3[C:20](=[O:30])[C:21]4[C:22](=[CH:26][CH:27]=[CH:28][CH:29]=4)[C:23]3=[O:25])=[CH:14][CH:15]=2)[CH:10]=[CH:9]1)=[O:7])([CH3:4])([CH3:3])[CH3:2], predict the reactants needed to synthesize it. The reactants are: [C:1]([O:5][C:6]([N:8]1[C:16]2[C:11](=[C:12]([Cl:19])[C:13]([CH2:17]Br)=[CH:14][CH:15]=2)[CH:10]=[CH:9]1)=[O:7])([CH3:4])([CH3:3])[CH3:2].[C:20]1(=[O:30])[NH:24][C:23](=[O:25])[C:22]2=[CH:26][CH:27]=[CH:28][CH:29]=[C:21]12.[K]. (5) The reactants are: C[O:2][C:3](=[O:21])[C@@H:4]([NH:10][C:11]([O:13][CH2:14][C:15]1[CH:20]=[CH:19][CH:18]=[CH:17][CH:16]=1)=[O:12])[CH2:5][C:6]([F:9])([F:8])[F:7].[Li+].[OH-]. Given the product [CH2:14]([O:13][C:11]([NH:10][C@@H:4]([CH2:5][C:6]([F:7])([F:9])[F:8])[C:3]([OH:21])=[O:2])=[O:12])[C:15]1[CH:16]=[CH:17][CH:18]=[CH:19][CH:20]=1, predict the reactants needed to synthesize it.